Dataset: Forward reaction prediction with 1.9M reactions from USPTO patents (1976-2016). Task: Predict the product of the given reaction. (1) Given the reactants [F:1][C:2]1[C:7]([F:8])=[CH:6][CH:5]=[CH:4][C:3]=1[CH2:9][S:10][C:11]1[N:16]=[C:15]([NH:17][S:18]([C:21]2[CH:26]=[CH:25][N:24]=[CH:23][CH:22]=2)(=[O:20])=[O:19])[CH:14]=[C:13]([O:27][C@H:28]([CH3:50])[CH2:29][O:30]C(C2C=CC=CC=2)(C2C=CC=CC=2)C2C=CC=CC=2)[N:12]=1.C1(C)C=CC(S(O)(=O)=O)=CC=1.C1(OC)C=CC=CC=1, predict the reaction product. The product is: [F:1][C:2]1[C:7]([F:8])=[CH:6][CH:5]=[CH:4][C:3]=1[CH2:9][S:10][C:11]1[N:16]=[C:15]([NH:17][S:18]([C:21]2[CH:26]=[CH:25][N:24]=[CH:23][CH:22]=2)(=[O:19])=[O:20])[CH:14]=[C:13]([O:27][C@H:28]([CH3:50])[CH2:29][OH:30])[N:12]=1. (2) Given the reactants [F:1][C:2]1[CH:3]=[C:4]([C:9]([OH:12])([CH3:11])[CH3:10])[CH:5]=[C:6]([F:8])[CH:7]=1.N1C(C)=CC=CC=1C.FC(F)(F)S(O[Si:27]([CH:34]([CH3:36])[CH3:35])([CH:31]([CH3:33])[CH3:32])[CH:28]([CH3:30])[CH3:29])(=O)=O, predict the reaction product. The product is: [F:1][C:2]1[CH:3]=[C:4]([C:9]([O:12][Si:27]([CH:34]([CH3:36])[CH3:35])([CH:31]([CH3:33])[CH3:32])[CH:28]([CH3:30])[CH3:29])([CH3:10])[CH3:11])[CH:5]=[C:6]([F:8])[CH:7]=1.